This data is from Peptide-MHC class II binding affinity with 134,281 pairs from IEDB. The task is: Regression. Given a peptide amino acid sequence and an MHC pseudo amino acid sequence, predict their binding affinity value. This is MHC class II binding data. (1) The peptide sequence is GCSSALGSGPYGALG. The MHC is HLA-DQA10103-DQB10603 with pseudo-sequence HLA-DQA10103-DQB10603. The binding affinity (normalized) is 0.220. (2) The peptide sequence is STWYGKPTGAGPKDN. The MHC is HLA-DQA10102-DQB10502 with pseudo-sequence HLA-DQA10102-DQB10502. The binding affinity (normalized) is 0. (3) The peptide sequence is AAIVNKLKAILVDLE. The MHC is DRB1_1101 with pseudo-sequence DRB1_1101. The binding affinity (normalized) is 0.128. (4) The peptide sequence is VGINTRNMTMSMSMI. The MHC is DRB3_0301 with pseudo-sequence DRB3_0301. The binding affinity (normalized) is 0.834. (5) The peptide sequence is DNEPTAAAIAYGLDR. The MHC is HLA-DQA10102-DQB10602 with pseudo-sequence HLA-DQA10102-DQB10602. The binding affinity (normalized) is 0.803.